This data is from Reaction yield outcomes from USPTO patents with 853,638 reactions. The task is: Predict the reaction yield, written as a fraction of the theoretical maximum amount of product (1.0 means a 100% yield; for example, 0.34 means a 34% yield). The reactants are [Br:1]N1C(C)(C)C(=O)N(Br)C1=O.[CH3:12][C:13]1[C:21]([N+:22]([O-:24])=[O:23])=[CH:20][CH:19]=[CH:18][C:14]=1[C:15]([OH:17])=[O:16]. The catalyst is OS(O)(=O)=O. The product is [Br:1][C:19]1[CH:20]=[C:21]([N+:22]([O-:24])=[O:23])[C:13]([CH3:12])=[C:14]([CH:18]=1)[C:15]([OH:17])=[O:16]. The yield is 0.982.